This data is from Forward reaction prediction with 1.9M reactions from USPTO patents (1976-2016). The task is: Predict the product of the given reaction. (1) Given the reactants Cl[C:2]1[C:11]2[C:6](=[CH:7][N:8]=[C:9]([C:12]#[C:13][Si:14]([CH3:17])([CH3:16])[CH3:15])[CH:10]=2)[N:5]=[CH:4][C:3]=1[C:18]#[N:19].[Br:20][C:21]1[CH:22]=[C:23]([CH:25]=[CH:26][CH:27]=1)[NH2:24], predict the reaction product. The product is: [Br:20][C:21]1[CH:22]=[C:23]([NH:24][C:2]2[C:11]3[C:6](=[CH:7][N:8]=[C:9]([C:12]#[C:13][Si:14]([CH3:17])([CH3:16])[CH3:15])[CH:10]=3)[N:5]=[CH:4][C:3]=2[C:18]#[N:19])[CH:25]=[CH:26][CH:27]=1. (2) Given the reactants [CH3:1][C:2]1[CH:3]=[CH:4][C:5]([N+:10]([O-:12])=[O:11])=[C:6]([CH2:8][OH:9])[CH:7]=1.[Cr](O[Cr]([O-])(=O)=O)([O-])(=O)=O.[NH+]1C=CC=CC=1.[NH+]1C=CC=CC=1, predict the reaction product. The product is: [CH3:1][C:2]1[CH:3]=[CH:4][C:5]([N+:10]([O-:12])=[O:11])=[C:6]([CH:7]=1)[CH:8]=[O:9]. (3) Given the reactants [C:1]([C:3]1[C:8]([F:9])=[CH:7][C:6]([C:10]2[CH:11]=[N:12][N:13]([C:16]3[CH:24]=[CH:23][C:19]([C:20]([OH:22])=O)=[CH:18][N:17]=3)[C:14]=2[OH:15])=[C:5]([CH3:25])[CH:4]=1)#[N:2].N1(O)C2C=CC=CC=2N=N1.Cl.C(N=C=NCCCN(C)C)C.C(N(C(C)C)C(C)C)C.Cl.Cl.[CH2:59]([N:61]1[CH2:66][CH2:65][NH:64][C@@H:63]([CH3:67])[CH2:62]1)[CH3:60].Cl, predict the reaction product. The product is: [CH2:59]([N:61]1[CH2:66][CH2:65][N:64]([C:20]([C:19]2[CH:23]=[CH:24][C:16]([N:13]3[C:14]([OH:15])=[C:10]([C:6]4[C:5]([CH3:25])=[CH:4][C:3]([C:1]#[N:2])=[C:8]([F:9])[CH:7]=4)[CH:11]=[N:12]3)=[N:17][CH:18]=2)=[O:22])[C@@H:63]([CH3:67])[CH2:62]1)[CH3:60]. (4) Given the reactants [C:1]([CH2:4][O:5][C:6]1[CH:16]=[CH:15][CH:14]=[CH:13][C:7]=1[O:8][CH2:9][C:10]([OH:12])=[O:11])([OH:3])=[O:2].[Cl:17][S:18](O)(=[O:20])=[O:19], predict the reaction product. The product is: [C:10]([CH2:9][O:8][C:7]1[CH:13]=[C:14]([S:18]([Cl:17])(=[O:20])=[O:19])[CH:15]=[CH:16][C:6]=1[O:5][CH2:4][C:1]([OH:3])=[O:2])([OH:12])=[O:11]. (5) Given the reactants Cl[C:2]1[NH:3][C:4](=[O:13])[C:5]2[C:10]([CH:11]=1)=[C:9]([CH3:12])[CH:8]=[CH:7][CH:6]=2.[CH3:14][N:15]1[CH2:21][CH2:20][CH2:19][NH:18][CH2:17][CH2:16]1, predict the reaction product. The product is: [CH3:12][C:9]1[CH:8]=[CH:7][CH:6]=[C:5]2[C:10]=1[CH:11]=[C:2]([N:18]1[CH2:19][CH2:20][CH2:21][N:15]([CH3:14])[CH2:16][CH2:17]1)[NH:3][C:4]2=[O:13].